Dataset: Reaction yield outcomes from USPTO patents with 853,638 reactions. Task: Predict the reaction yield, written as a fraction of the theoretical maximum amount of product (1.0 means a 100% yield; for example, 0.34 means a 34% yield). (1) The reactants are [F:1][C:2]1[CH:7]=[CH:6][CH:5]=[C:4]([O:8][C:9]2[CH:14]=[CH:13][C:12]([N+:15]([O-])=O)=[CH:11][CH:10]=2)[C:3]=1[F:18].O.NN. The catalyst is CO.[Ni]. The product is [F:18][C:3]1[C:2]([F:1])=[CH:7][CH:6]=[CH:5][C:4]=1[O:8][C:9]1[CH:10]=[CH:11][C:12]([NH2:15])=[CH:13][CH:14]=1. The yield is 0.870. (2) The reactants are Cl.Cl.[Cl:3][C:4]1[C:5]([N:10]2[CH2:15][CH2:14][NH:13][CH2:12][CH2:11]2)=[N:6][CH:7]=[CH:8][N:9]=1.[CH3:16][C:17]1[N:21]([C:22]2[CH:27]=[CH:26][CH:25]=[CH:24][CH:23]=2)[N:20]=[CH:19][C:18]=1[CH:28]=O.C(N(CC)CC)C.C(O[BH-](OC(=O)C)OC(=O)C)(=O)C.[Na+]. The catalyst is ClCCCl.C(O)(=O)C. The product is [Cl:3][C:4]1[C:5]([N:10]2[CH2:11][CH2:12][N:13]([CH2:28][C:18]3[CH:19]=[N:20][N:21]([C:22]4[CH:27]=[CH:26][CH:25]=[CH:24][CH:23]=4)[C:17]=3[CH3:16])[CH2:14][CH2:15]2)=[N:6][CH:7]=[CH:8][N:9]=1. The yield is 0.880. (3) The reactants are [C:1]([C:3]1[CH:49]=[CH:48][C:6]2[N:7]([CH2:36][C:37]3[C:46]4[C:41](=[CH:42][CH:43]=[CH:44][CH:45]=4)[CH:40]=[CH:39][C:38]=3[CH3:47])[C:8](=[O:35])[C@@H:9]([NH:20][C:21](=[O:34])[C@@H:22]([N:25](C)[C:26](=O)OC(C)(C)C)[CH2:23][CH3:24])[C@H:10]([CH3:19])[N:11]([C:12](=[O:18])[CH2:13][S:14]([CH3:17])(=[O:16])=[O:15])[C:5]=2[CH:4]=1)#[N:2].[ClH:50]. The catalyst is O1CCOCC1.CCOCC. The product is [ClH:50].[C:1]([C:3]1[CH:49]=[CH:48][C:6]2[N:7]([CH2:36][C:37]3[C:46]4[C:41](=[CH:42][CH:43]=[CH:44][CH:45]=4)[CH:40]=[CH:39][C:38]=3[CH3:47])[C:8](=[O:35])[C@@H:9]([NH:20][C:21](=[O:34])[C@@H:22]([NH:25][CH3:26])[CH2:23][CH3:24])[C@H:10]([CH3:19])[N:11]([C:12](=[O:18])[CH2:13][S:14]([CH3:17])(=[O:16])=[O:15])[C:5]=2[CH:4]=1)#[N:2]. The yield is 0.850. (4) The reactants are [Br:1][C:2]1[CH:3]=[C:4]([B:8]([OH:10])[OH:9])[CH:5]=[CH:6][CH:7]=1.[CH3:11][C:12]([CH2:16]O)([CH2:14]O)[CH3:13]. No catalyst specified. The product is [Br:1][C:2]1[CH:3]=[C:4]([B:8]2[O:10][CH2:13][C:12]([CH3:16])([CH3:14])[CH2:11][O:9]2)[CH:5]=[CH:6][CH:7]=1. The yield is 0.860. (5) The reactants are Br[C:2]1[CH:7]=[CH:6][C:5]([C@@H:8]([N:10]2[CH2:15][CH2:14][C@:13]([CH2:22][C:23]([OH:26])([CH3:25])[CH3:24])([C:16]3[CH:21]=[CH:20][CH:19]=[CH:18][CH:17]=3)[O:12][C:11]2=[O:27])[CH3:9])=[CH:4][CH:3]=1.[CH3:28][C:29]1([CH3:45])[C:33]([CH3:35])([CH3:34])[O:32][B:31]([B:31]2[O:32][C:33]([CH3:35])([CH3:34])[C:29]([CH3:45])([CH3:28])[O:30]2)[O:30]1.CC([O-])=O.[K+]. The catalyst is CS(C)=O.C1C=CC(P([C]2[CH][CH][CH][CH]2)C2C=CC=CC=2)=CC=1.C1C=CC(P([C]2[CH][CH][CH][CH]2)C2C=CC=CC=2)=CC=1.Cl[Pd]Cl.[Fe]. The product is [OH:26][C:23]([CH3:25])([CH3:24])[CH2:22][C@@:13]1([C:16]2[CH:21]=[CH:20][CH:19]=[CH:18][CH:17]=2)[O:12][C:11](=[O:27])[N:10]([C@H:8]([C:5]2[CH:6]=[CH:7][C:2]([B:31]3[O:32][C:33]([CH3:35])([CH3:34])[C:29]([CH3:45])([CH3:28])[O:30]3)=[CH:3][CH:4]=2)[CH3:9])[CH2:15][CH2:14]1. The yield is 0.600. (6) The reactants are [C:1]([OH:5])(=[O:4])[CH:2]=[O:3].[F:6][C:7]([F:20])([F:19])[C:8]1[CH:18]=[CH:17][CH:16]=[CH:15][C:9]=1[CH2:10][NH:11][CH2:12][CH2:13]O.O. The catalyst is O1CCCC1. The product is [OH:4][CH:1]1[O:5][CH2:13][CH2:12][N:11]([CH2:10][C:9]2[CH:15]=[CH:16][CH:17]=[CH:18][C:8]=2[C:7]([F:6])([F:19])[F:20])[C:2]1=[O:3]. The yield is 0.829. (7) The reactants are [CH3:1][O:2][C:3]1[CH:4]=[C:5]2[C:10](=[CH:11][C:12]=1[O:13][CH3:14])[N:9]=[CH:8][CH:7]=[C:6]2[O:15][C:16]1[C:21]([F:22])=[CH:20][CH:19]=[CH:18][C:17]=1[CH:23]([OH:26])[CH2:24][CH3:25].O. The catalyst is CS(C)=O. The product is [CH3:1][O:2][C:3]1[CH:4]=[C:5]2[C:10](=[CH:11][C:12]=1[O:13][CH3:14])[N:9]=[CH:8][CH:7]=[C:6]2[O:15][C:16]1[C:21]([F:22])=[CH:20][CH:19]=[CH:18][C:17]=1[C:23](=[O:26])[CH2:24][CH3:25]. The yield is 0.0100.